From a dataset of Full USPTO retrosynthesis dataset with 1.9M reactions from patents (1976-2016). Predict the reactants needed to synthesize the given product. (1) Given the product [CH:1]1([N:13]2[CH2:14][CH2:15][CH:16]([N:19]3[C:20]4[CH:25]=[CH:24][CH:23]=[CH:22][C:21]=4[NH:26][C:34]3=[S:35])[CH2:17][CH2:18]2)[C:11]2=[C:12]3[C:7](=[CH:8][CH:9]=[CH:10]2)[CH:6]=[CH:5][CH:4]=[C:3]3[CH2:2]1, predict the reactants needed to synthesize it. The reactants are: [CH:1]1([N:13]2[CH2:18][CH2:17][CH:16]([NH:19][C:20]3[C:21]([NH2:26])=[CH:22][CH:23]=[CH:24][CH:25]=3)[CH2:15][CH2:14]2)[C:11]2=[C:12]3[C:7](=[CH:8][CH:9]=[CH:10]2)[CH:6]=[CH:5][CH:4]=[C:3]3[CH2:2]1.C(N(CC)CC)C.[C:34](N1C=CN=C1)(N1C=CN=C1)=[S:35].O. (2) Given the product [C:8]([O:12][C:13]([N:15]([CH2:32]/[CH:33]=[N:7]/[S:5]([C:2]([CH3:4])([CH3:3])[CH3:1])=[O:6])[CH:16]1[CH2:17][CH2:18][N:19]([C:22]([O:24][CH2:25][C:26]2[CH:31]=[CH:30][CH:29]=[CH:28][CH:27]=2)=[O:23])[CH2:20][CH2:21]1)=[O:14])([CH3:11])([CH3:10])[CH3:9], predict the reactants needed to synthesize it. The reactants are: [CH3:1][C:2]([S:5]([NH2:7])=[O:6])([CH3:4])[CH3:3].[C:8]([O:12][C:13]([N:15]([CH2:32][CH:33]=O)[CH:16]1[CH2:21][CH2:20][N:19]([C:22]([O:24][CH2:25][C:26]2[CH:31]=[CH:30][CH:29]=[CH:28][CH:27]=2)=[O:23])[CH2:18][CH2:17]1)=[O:14])([CH3:11])([CH3:10])[CH3:9]. (3) Given the product [CH3:11][O:12][C:13](=[O:20])[C@H:14]([CH2:16][CH2:17][S:18][CH3:19])[NH:15][C:34]([C:33]1([NH:32][C:31]([C:28]2[CH:29]=[CH:30][C:25]([CH2:24][N:22]([CH3:23])[CH3:21])=[CH:26][CH:27]=2)=[O:35])[CH2:41][CH2:40][CH2:39][CH2:38][CH2:37]1)=[O:36], predict the reactants needed to synthesize it. The reactants are: C(N(C(C)C)CC)(C)C.Cl.[CH3:11][O:12][C:13](=[O:20])[C@H:14]([CH2:16][CH2:17][S:18][CH3:19])[NH2:15].[CH3:21][N:22]([CH2:24][C:25]1[CH:30]=[CH:29][C:28]([C:31]2[O:35][C:34](=[O:36])[C:33]3([CH2:41][CH2:40][CH2:39][CH2:38][CH2:37]3)[N:32]=2)=[CH:27][CH:26]=1)[CH3:23]. (4) The reactants are: [CH3:1][C:2]1([CH3:17])[C:10]2[C:5](=[CH:6][C:7]([C:11]3[CH:16]=[CH:15][N:14]=[CH:13][CH:12]=3)=[CH:8][CH:9]=2)[NH:4][CH2:3]1.Cl[C:19]1[C:28]2[C:23](=[CH:24][C:25]([F:29])=[CH:26][CH:27]=2)[N:22]=[C:21]([C:30]2[CH:35]=[CH:34][CH:33]=[CH:32][N:31]=2)[C:20]=1[CH3:36].C(=O)([O-])[O-].[Cs+].[Cs+].C1C=CC(P(C2C(C3C(P(C4C=CC=CC=4)C4C=CC=CC=4)=CC=C4C=3C=CC=C4)=C3C(C=CC=C3)=CC=2)C2C=CC=CC=2)=CC=1. Given the product [CH3:1][C:2]1([CH3:17])[C:10]2[C:5](=[CH:6][C:7]([C:11]3[CH:12]=[CH:13][N:14]=[CH:15][CH:16]=3)=[CH:8][CH:9]=2)[N:4]([C:19]2[C:28]3[C:23](=[CH:24][C:25]([F:29])=[CH:26][CH:27]=3)[N:22]=[C:21]([C:30]3[CH:35]=[CH:34][CH:33]=[CH:32][N:31]=3)[C:20]=2[CH3:36])[CH2:3]1, predict the reactants needed to synthesize it. (5) Given the product [Cl:1][C:2]1[CH:3]=[C:4]([C:12]2[O:16][N:15]=[C:14]([C:17]3[CH:18]=[CH:19][CH:20]=[C:21]4[C:25]=3[N:24]([CH3:26])[CH:23]=[C:22]4[CH2:27][NH:28][CH2:29][CH2:30][C:31]([OH:33])=[O:32])[N:13]=2)[CH:5]=[CH:6][C:7]=1[O:8][CH:9]([CH3:10])[CH3:11], predict the reactants needed to synthesize it. The reactants are: [Cl:1][C:2]1[CH:3]=[C:4]([C:12]2[O:16][N:15]=[C:14]([C:17]3[CH:18]=[CH:19][CH:20]=[C:21]4[C:25]=3[N:24]([CH3:26])[CH:23]=[C:22]4[CH2:27][NH:28][CH2:29][CH2:30][C:31]([O:33]CC)=[O:32])[N:13]=2)[CH:5]=[CH:6][C:7]=1[O:8][CH:9]([CH3:11])[CH3:10].[OH-].[Na+]. (6) Given the product [F:34][C:35]1[CH:40]=[CH:39][CH:38]=[C:37]([F:41])[C:36]=1[C:42]1[N:47]=[C:46]([C:48]([NH:18][C:17]2[C:12]([N:8]3[CH2:9][C@H:10]([CH3:11])[C@@H:5]([OH:4])[C@H:6]([NH:26][C:27](=[O:28])[O:29][C:30]([CH3:31])([CH3:33])[CH3:32])[CH2:7]3)=[C:13]3[CH2:21][CH2:20][CH:19]([OH:22])[C:14]3=[N:15][CH:16]=2)=[O:49])[CH:45]=[CH:44][C:43]=1[F:51], predict the reactants needed to synthesize it. The reactants are: C([O:4][C@@H:5]1[C@@H:10]([CH3:11])[CH2:9][N:8]([C:12]2[C:17]([NH2:18])=[CH:16][N:15]=[C:14]3[CH:19]([O:22]C(=O)C)[CH2:20][CH2:21][C:13]=23)[CH2:7][C@H:6]1[NH:26][C:27]([O:29][C:30]([CH3:33])([CH3:32])[CH3:31])=[O:28])(=O)C.[F:34][C:35]1[CH:40]=[CH:39][CH:38]=[C:37]([F:41])[C:36]=1[C:42]1[N:47]=[C:46]([C:48](O)=[O:49])[CH:45]=[CH:44][C:43]=1[F:51].CN(C(ON1N=NC2C=CC=NC1=2)=[N+](C)C)C.F[P-](F)(F)(F)(F)F.CCN(C(C)C)C(C)C. (7) Given the product [CH2:11]([C:4]1[CH:3]=[C:2]([B:13]2[O:17][C:16]([CH3:19])([CH3:18])[C:15]([CH3:21])([CH3:20])[O:14]2)[CH:7]=[C:6]([F:8])[C:5]=1[CH2:9][OH:10])[CH3:12], predict the reactants needed to synthesize it. The reactants are: Br[C:2]1[CH:7]=[C:6]([F:8])[C:5]([CH2:9][OH:10])=[C:4]([CH2:11][CH3:12])[CH:3]=1.[B:13]1([B:13]2[O:17][C:16]([CH3:19])([CH3:18])[C:15]([CH3:21])([CH3:20])[O:14]2)[O:17][C:16]([CH3:19])([CH3:18])[C:15]([CH3:21])([CH3:20])[O:14]1.C([O-])(=O)C.[K+]. (8) Given the product [CH3:7][C:6]1[C:2]([N:1]=[C:13]=[S:14])=[CH:3][S:4][CH:5]=1, predict the reactants needed to synthesize it. The reactants are: [NH2:1][C:2]1[C:6]([CH3:7])=[CH:5][S:4][CH:3]=1.C1N=CN([C:13](N2C=NC=C2)=[S:14])C=1. (9) Given the product [C:49]([O:53][C:54]([N:56]1[CH2:61][CH2:60][CH2:59][C:58]([C:2]2[CH:7]=[N:6][CH:5]=[C:4]([C:8]3[CH:9]=[C:10]4[C:15](=[CH:16][CH:17]=3)[N:14]([CH3:18])[C:13](=[O:19])[CH2:12][CH2:11]4)[CH:3]=2)=[CH:57]1)=[O:55])([CH3:52])([CH3:50])[CH3:51], predict the reactants needed to synthesize it. The reactants are: Br[C:2]1[CH:3]=[C:4]([C:8]2[CH:9]=[C:10]3[C:15](=[CH:16][CH:17]=2)[N:14]([CH3:18])[C:13](=[O:19])[CH2:12][CH2:11]3)[CH:5]=[N:6][CH:7]=1.CN1C2C(=CC(B3OC(C)(C)C(C)(C)O3)=CC=2)CCC1=O.BrC1C=NC=C(Br)C=1.[C:49]([O:53][C:54]([N:56]1[CH:61]=[C:60](B2OC(C)(C)C(C)(C)O2)[CH2:59][CH2:58][CH2:57]1)=[O:55])([CH3:52])([CH3:51])[CH3:50]. (10) Given the product [C:29]([S:31][CH2:21][CH2:20][CH2:19][CH2:18][CH2:17][CH2:16][CH2:15][CH2:14][CH2:13][CH2:12][CH2:11][CH2:10][CH2:9][CH2:8][CH2:7][CH2:6][C-:1]1[CH:5]=[CH:4][CH:3]=[CH:2]1)(=[O:32])[CH3:30].[CH-:23]1[CH:27]=[CH:26][CH:25]=[CH:24]1.[Fe+2:28], predict the reactants needed to synthesize it. The reactants are: [C-:1]1([CH2:6][CH2:7][CH2:8][CH2:9][CH2:10][CH2:11][CH2:12][CH2:13][CH2:14][CH2:15][CH2:16][CH2:17][CH2:18][CH2:19][CH2:20][CH2:21]Br)[CH:5]=[CH:4][CH:3]=[CH:2]1.[CH-:23]1[CH:27]=[CH:26][CH:25]=[CH:24]1.[Fe+2:28].[C:29]([O-:32])(=[S:31])[CH3:30].[K+].